Task: Predict the reactants needed to synthesize the given product.. Dataset: Full USPTO retrosynthesis dataset with 1.9M reactions from patents (1976-2016) (1) Given the product [C:28]1([CH3:32])[CH:29]=[CH:30][CH:31]=[C:26]([NH:25][C:21]([C:20]2[CH:24]=[C:16]([N:14]3[CH2:15][C@@H:10]4[CH2:9][N:8]([C:6]([O:5][C:1]([CH3:2])([CH3:4])[CH3:3])=[O:7])[CH2:12][C@@H:11]4[CH2:13]3)[CH:17]=[N:18][CH:19]=2)=[O:22])[CH:27]=1, predict the reactants needed to synthesize it. The reactants are: [C:1]([O:5][C:6]([N:8]1[CH2:12][C@H:11]2[CH2:13][N:14]([C:16]3[CH:17]=[N:18][CH:19]=[C:20]([CH:24]=3)[C:21](O)=[O:22])[CH2:15][C@H:10]2[CH2:9]1)=[O:7])([CH3:4])([CH3:3])[CH3:2].[NH2:25][C:26]1[CH:31]=[CH:30][CH:29]=[C:28]([CH3:32])[CH:27]=1. (2) Given the product [F:77][C:73]1[CH:72]=[C:71]([N:24]2[CH2:25][CH2:26][CH2:27][CH:23]2[C:11]2[CH:12]=[C:13]([C:19]([O:21][CH3:22])=[O:20])[CH:14]=[C:15]3[C:10]=2[O:9][C:8]([N:6]2[CH2:5][CH2:4][O:3][C@H:2]([CH3:1])[CH2:7]2)=[CH:17][C:16]3=[O:18])[CH:76]=[CH:75][CH:74]=1, predict the reactants needed to synthesize it. The reactants are: [CH3:1][C@@H:2]1[CH2:7][N:6]([C:8]2[O:9][C:10]3[C:15]([C:16](=[O:18])[CH:17]=2)=[CH:14][C:13]([C:19]([O:21][CH3:22])=[O:20])=[CH:12][C:11]=3[CH:23]2[CH2:27][CH2:26][CH2:25][NH:24]2)[CH2:5][CH2:4][O:3]1.CC1(C)C2C=CC=C(P(C3C=CC=CC=3)C3C=CC=CC=3)C=2OC2C1=CC=CC=2P(C1C=CC=CC=1)C1C=CC=CC=1.Br[C:71]1[CH:76]=[CH:75][CH:74]=[C:73]([F:77])[CH:72]=1.C(=O)([O-])[O-].[Cs+].[Cs+]. (3) Given the product [CH:11]([C:7]1[CH:8]=[CH:9][CH:10]=[C:4]([CH:1]([CH3:3])[CH3:2])[C:5]=1[N:6]=[CH:20][C:15]1[CH:16]=[CH:17][CH:18]=[CH:19][N:14]=1)([CH3:13])[CH3:12], predict the reactants needed to synthesize it. The reactants are: [CH:1]([C:4]1[CH:10]=[CH:9][CH:8]=[C:7]([CH:11]([CH3:13])[CH3:12])[C:5]=1[NH2:6])([CH3:3])[CH3:2].[N:14]1[CH:19]=[CH:18][CH:17]=[CH:16][C:15]=1[CH:20]=O.C1(C)C=CC(S(O)(=O)=O)=CC=1. (4) The reactants are: Br[CH2:2][CH2:3][O:4][CH2:5][CH2:6][Br:7].[P:8](OCC)([O:13][CH2:14][CH3:15])([O:10][CH2:11][CH3:12])=[O:9]. Given the product [Br:7][CH2:6][CH2:5][O:4][CH2:3][CH2:2][P:8](=[O:9])([O:13][CH2:14][CH3:15])[O:10][CH2:11][CH3:12], predict the reactants needed to synthesize it. (5) Given the product [C:30]([NH:1][CH:2]1[CH2:3][CH2:4][N:5]([C:8]2[CH:9]=[CH:10][C:11]([C:12]([NH:14][CH2:15][CH2:16][C:17]3[CH:18]=[C:19]4[C:23](=[CH:24][CH:25]=3)[NH:22][CH:21]=[C:20]4[C:26]#[N:27])=[O:13])=[CH:28][CH:29]=2)[CH2:6][CH2:7]1)(=[O:32])[CH3:31], predict the reactants needed to synthesize it. The reactants are: [NH2:1][CH:2]1[CH2:7][CH2:6][N:5]([C:8]2[CH:29]=[CH:28][C:11]([C:12]([NH:14][CH2:15][CH2:16][C:17]3[CH:18]=[C:19]4[C:23](=[CH:24][CH:25]=3)[NH:22][CH:21]=[C:20]4[C:26]#[N:27])=[O:13])=[CH:10][CH:9]=2)[CH2:4][CH2:3]1.[C:30](OC(=O)C)(=[O:32])[CH3:31].